From a dataset of Reaction yield outcomes from USPTO patents with 853,638 reactions. Predict the reaction yield, written as a fraction of the theoretical maximum amount of product (1.0 means a 100% yield; for example, 0.34 means a 34% yield). (1) The reactants are C[N:2]([CH3:16])/[CH:3]=[CH:4]/[C:5]([C:7]1[CH:8]=[N:9][N:10]2[C:15]=1[CH:14]=[CH:13][CH:12]=[N:11]2)=O.[N:22]1N2[N:22]=[CH:23][CH:24]=[CH:25][C:25]2=[C:24](C(=O)C)[CH:23]=1.C(OC(OC(C)(C)C)[N:35](C)C)(C)(C)C. The catalyst is CN(C=O)C. The product is [CH:23]1([NH:22][C:16]2[N:35]=[C:5]([C:7]3[CH:8]=[N:9][N:10]4[C:15]=3[CH:14]=[CH:13][CH:12]=[N:11]4)[CH:4]=[CH:3][N:2]=2)[CH2:25][CH2:24]1. The yield is 0.700. (2) The reactants are [C:1]([O:5][C:6]([N:8]1[C:12]2[CH:13]=[CH:14][S:15][C:11]=2[C:10](I)=[N:9]1)=[O:7])([CH3:4])([CH3:3])[CH3:2].[C:17]([Si:21]([CH3:43])([CH3:42])[O:22][C:23]1[CH:24]=[C:25]2[C:29](=[CH:30][CH:31]=1)[N:28]([C:32]([O:34][C:35]([CH3:38])([CH3:37])[CH3:36])=[O:33])[C:27](B(O)O)=[CH:26]2)([CH3:20])([CH3:19])[CH3:18].C(=O)([O-])[O-].[Cs+].[Cs+]. The catalyst is O1CCOCC1.O.C(OCC)(=O)C. The product is [C:35]([O:34][C:32]([N:28]1[C:29]2[C:25](=[CH:24][C:23]([O:22][Si:21]([C:17]([CH3:20])([CH3:19])[CH3:18])([CH3:42])[CH3:43])=[CH:31][CH:30]=2)[CH:26]=[C:27]1[C:10]1[C:11]2[S:15][CH:14]=[CH:13][C:12]=2[N:8]([C:6]([O:5][C:1]([CH3:4])([CH3:3])[CH3:2])=[O:7])[N:9]=1)=[O:33])([CH3:38])([CH3:37])[CH3:36]. The yield is 0.610.